This data is from Reaction yield outcomes from USPTO patents with 853,638 reactions. The task is: Predict the reaction yield, written as a fraction of the theoretical maximum amount of product (1.0 means a 100% yield; for example, 0.34 means a 34% yield). (1) The reactants are [C:1]([C:5]1[C:10]([N+:11]([O-:13])=[O:12])=[CH:9][C:8]([NH:14][C:15]#[C:16][Si](C)(C)C)=[CH:7][CH:6]=1)([CH3:4])([CH3:3])[CH3:2]. The catalyst is CN(C=O)C.[Cu]I. The product is [C:1]([C:5]1[CH:6]=[C:7]2[C:8](=[CH:9][C:10]=1[N+:11]([O-:13])=[O:12])[NH:14][CH:15]=[CH:16]2)([CH3:4])([CH3:3])[CH3:2]. The yield is 0.690. (2) The product is [I:1][C:2]1[CH:9]=[C:6]([CH2:7][OH:8])[CH:5]=[C:4]([O:10][CH3:11])[C:3]=1[O:12][CH3:13]. The reactants are [I:1][C:2]1[C:3]([O:12][CH3:13])=[C:4]([O:10][CH3:11])[CH:5]=[C:6]([CH:9]=1)[CH:7]=[O:8].[BH4-].[Na+]. The yield is 0.988. The catalyst is C1COCC1. (3) The product is [N:1]([CH2:4][C:5]1[C:6]([C:18]2[CH:23]=[CH:22][CH:21]=[CH:20][CH:19]=2)=[N:7][C:8]2[C:13]([C:14]=1[C:15]([NH:55][C@H:52]([C:46]1[CH:51]=[CH:50][CH:49]=[CH:48][CH:47]=1)[CH2:53][CH3:54])=[O:17])=[CH:12][CH:11]=[CH:10][CH:9]=2)=[N+:2]=[N-:3]. The catalyst is O1CCCC1. The reactants are [N:1]([CH2:4][C:5]1[C:6]([C:18]2[CH:23]=[CH:22][CH:21]=[CH:20][CH:19]=2)=[N:7][C:8]2[C:13]([C:14]=1[C:15]([OH:17])=O)=[CH:12][CH:11]=[CH:10][CH:9]=2)=[N+:2]=[N-:3].C1C=C2N=NN(O)C2=CC=1.O.CN1CCOCC1.C(Cl)CCl.[C:46]1([C@@H:52]([NH2:55])[CH2:53][CH3:54])[CH:51]=[CH:50][CH:49]=[CH:48][CH:47]=1. The yield is 0.730.